This data is from Reaction yield outcomes from USPTO patents with 853,638 reactions. The task is: Predict the reaction yield, written as a fraction of the theoretical maximum amount of product (1.0 means a 100% yield; for example, 0.34 means a 34% yield). (1) The reactants are [CH3:1][C:2]1[O:6][C:5]([C:7]2[CH:12]=[CH:11][C:10]([CH3:13])=[CH:9][CH:8]=2)=[N:4][C:3]=1[CH2:14][CH2:15][O:16][C:17]1[CH:18]=[C:19]2[C:23](=[CH:24][CH:25]=1)[C@H:22]([CH2:26][C:27]([O:29]CC)=[O:28])[CH2:21][CH2:20]2.[Li+].[OH-].O.Cl. The catalyst is C1COCC1.CCO. The product is [CH3:1][C:2]1[O:6][C:5]([C:7]2[CH:8]=[CH:9][C:10]([CH3:13])=[CH:11][CH:12]=2)=[N:4][C:3]=1[CH2:14][CH2:15][O:16][C:17]1[CH:18]=[C:19]2[C:23](=[CH:24][CH:25]=1)[C@H:22]([CH2:26][C:27]([OH:29])=[O:28])[CH2:21][CH2:20]2. The yield is 0.850. (2) The reactants are [Cl:1][C:2]1[CH:18]=[CH:17][C:5]2[CH2:6][CH2:7][N:8]([C:11](=[O:16])[C:12]([F:15])([F:14])[F:13])[CH2:9][CH2:10][C:4]=2[C:3]=1OS(C(F)(F)F)(=O)=O.[NH2:27][CH2:28][C:29]1[CH:44]=[CH:43][C:32]([C:33]([NH:35][CH:36]2[CH2:42][CH2:41][CH2:40][CH2:39][CH2:38][CH2:37]2)=[O:34])=[C:31]([CH3:45])[CH:30]=1. The catalyst is C1(C)C=CC=CC=1. The product is [Cl:1][C:2]1[CH:18]=[CH:17][C:5]2[CH2:6][CH2:7][N:8]([C:11](=[O:16])[C:12]([F:15])([F:14])[F:13])[CH2:9][CH2:10][C:4]=2[C:3]=1[NH:27][CH2:28][C:29]1[CH:44]=[CH:43][C:32]([C:33](=[O:34])[NH:35][CH:36]2[CH2:37][CH2:38][CH2:39][CH2:40][CH2:41][CH2:42]2)=[C:31]([CH3:45])[CH:30]=1. The yield is 0.830. (3) The product is [CH3:22][C@H:9]1[N:8]([C:5]2[C:4]3[CH:23]=[CH:24][CH:25]=[N:26][C:3]=3[C:2]([C:27]3[CH:32]=[CH:31][CH:30]=[CH:29][CH:28]=3)=[N:7][N:6]=2)[CH2:13][CH2:12][N:11]([C:14]([C:16]2[CH:21]=[CH:20][CH:19]=[CH:18][CH:17]=2)=[O:15])[CH2:10]1. The reactants are Cl[C:2]1[C:3]2[N:26]=[CH:25][CH:24]=[CH:23][C:4]=2[C:5]([N:8]2[CH2:13][CH2:12][N:11]([C:14]([C:16]3[CH:21]=[CH:20][CH:19]=[CH:18][CH:17]=3)=[O:15])[CH2:10][C@H:9]2[CH3:22])=[N:6][N:7]=1.[C:27]1(B(O)O)[CH:32]=[CH:31][CH:30]=[CH:29][CH:28]=1.C(=O)([O-])[O-].[Na+].[Na+]. The catalyst is C1C=CC([P]([Pd]([P](C2C=CC=CC=2)(C2C=CC=CC=2)C2C=CC=CC=2)([P](C2C=CC=CC=2)(C2C=CC=CC=2)C2C=CC=CC=2)[P](C2C=CC=CC=2)(C2C=CC=CC=2)C2C=CC=CC=2)(C2C=CC=CC=2)C2C=CC=CC=2)=CC=1. The yield is 0.770. (4) The reactants are [NH:1]1[C:9]2[C:4](=[CH:5][CH:6]=[CH:7][CH:8]=2)[CH:3]=[CH:2]1.[C:10](OC)(=O)C(OC)=O.CC(C)([O-])C.[K+]. The catalyst is CN(C=O)C.O. The product is [CH3:10][N:1]1[C:9]2[C:4](=[CH:5][CH:6]=[CH:7][CH:8]=2)[CH:3]=[CH:2]1. The yield is 0.960. (5) The product is [NH2:7][C:6]1[N:8]=[C:17]([C:13]2[O:14][CH:15]=[CH:16][C:12]=2[CH3:11])[C:19]([C:20]#[N:21])=[C:22]([S:23][CH3:24])[N:5]=1. The catalyst is CN(C=O)C. The reactants are C(=O)(O)O.[NH2:5][C:6]([NH2:8])=[NH:7].[H-].[Na+].[CH3:11][C:12]1[CH:16]=[CH:15][O:14][C:13]=1[C:17]([C:19](=[C:22](SC)[S:23][CH3:24])[C:20]#[N:21])=O. The yield is 0.850. (6) The reactants are I[C:2]1[C:7]([CH3:8])=[C:6]([CH3:9])[CH:5]=[CH:4][C:3]=1[N+:10]([O-:12])=[O:11]. The catalyst is CN(C=O)C.[Cu]. The product is [CH3:8][C:7]1[C:6]([CH3:9])=[CH:5][CH:4]=[C:3]([N+:10]([O-:12])=[O:11])[C:2]=1[C:2]1[C:3]([N+:10]([O-:12])=[O:11])=[CH:4][CH:5]=[C:6]([CH3:9])[C:7]=1[CH3:8]. The yield is 0.960. (7) The reactants are Br[C:2]1[N:3]=[CH:4][N:5]([N:7]([CH2:15][CH3:16])[C:8](=[O:14])[O:9][C:10]([CH3:13])([CH3:12])[CH3:11])[CH:6]=1.[N:17]1[CH:22]=[CH:21][CH:20]=[C:19](B(O)O)[CH:18]=1.C(=O)([O-])[O-].[K+].[K+].O. The catalyst is C1(C)C=CC=CC=1.C(O)C. The product is [CH2:15]([N:7]([N:5]1[CH:6]=[C:2]([C:19]2[CH:18]=[N:17][CH:22]=[CH:21][CH:20]=2)[N:3]=[CH:4]1)[C:8](=[O:14])[O:9][C:10]([CH3:13])([CH3:12])[CH3:11])[CH3:16]. The yield is 0.320. (8) The reactants are [OH:1][C:2]([C:22]1[S:23][CH:24]=[CH:25][CH:26]=1)([C:17]1[S:18][CH:19]=[CH:20][CH:21]=1)[C:3]([O:5][C@H:6]1[CH2:11][CH2:10][C@H:9]([N:12]([CH2:14][CH2:15][NH2:16])[CH3:13])[CH2:8][CH2:7]1)=[O:4].[O:27]=[C:28]([CH3:41])[CH2:29][C:30]1[CH:40]=[CH:39][C:33]([O:34][CH2:35][C:36](O)=[O:37])=[CH:32][CH:31]=1.CCN(C(C)C)C(C)C.CN(C(ON1N=NC2C=CC=NC1=2)=[N+](C)C)C.F[P-](F)(F)(F)(F)F. The catalyst is CN(C=O)C.CCO. The product is [OH:1][C:2]([C:17]1[S:18][CH:19]=[CH:20][CH:21]=1)([C:22]1[S:23][CH:24]=[CH:25][CH:26]=1)[C:3]([O:5][C@H:6]1[CH2:7][CH2:8][C@H:9]([N:12]([CH3:13])[CH2:14][CH2:15][NH:16][C:36](=[O:37])[CH2:35][O:34][C:33]2[CH:39]=[CH:40][C:30]([CH2:29][C:28](=[O:27])[CH3:41])=[CH:31][CH:32]=2)[CH2:10][CH2:11]1)=[O:4]. The yield is 0.850. (9) The reactants are Br[C:2]1[S:6][C:5]([CH2:7][OH:8])=[N:4][N:3]=1.[F:9][C:10]1[CH:15]=[CH:14][C:13](B(O)O)=[CH:12][CH:11]=1.C([O-])([O-])=O.[Na+].[Na+]. The catalyst is C1(C)C=CC=CC=1.C(O)C.C1C=CC([P]([Pd]([P](C2C=CC=CC=2)(C2C=CC=CC=2)C2C=CC=CC=2)([P](C2C=CC=CC=2)(C2C=CC=CC=2)C2C=CC=CC=2)[P](C2C=CC=CC=2)(C2C=CC=CC=2)C2C=CC=CC=2)(C2C=CC=CC=2)C2C=CC=CC=2)=CC=1. The product is [F:9][C:10]1[CH:15]=[CH:14][C:13]([C:2]2[S:6][C:5]([CH2:7][OH:8])=[N:4][N:3]=2)=[CH:12][CH:11]=1. The yield is 0.650.